Dataset: Experimentally validated miRNA-target interactions with 360,000+ pairs, plus equal number of negative samples. Task: Binary Classification. Given a miRNA mature sequence and a target amino acid sequence, predict their likelihood of interaction. (1) The miRNA is hsa-miR-6749-3p with sequence CUCCUCCCCUGCCUGGCCCAG. The protein sequence of the target gene is MRMTSSSFVSYCTPGLCQFMAMLPTAGHLLPLLLVIGTGGTVPSPQVPPRGCYVAKEAGERTFRCSQAGLSAVPSGIPNDTRKLYLDANQLASVPAGAFQHLPVLEELDLSHNALAHLSGAAFQGLEGTLRHLDLSANQLASVPVEAFVGLQIQVNLSANPWHCDCALQEVLRQVRLVPGTGTGIVCGSGARPDLVGQEFLLLAGEEELCGSGWGGARRSTDVALLVTMGGWLTLMVAYLVHYVWQNRDETRRSLKRAPVLPVRSEDSSILSTVV. Result: 1 (interaction). (2) The miRNA is dre-miR-1 with sequence UGGAAUGUAAAGAAGUAUGUAU. The protein sequence of the target gene is MAAGQGGWLRPALGLRLLLATAFQAVSALGAEFASEACRELGFSSNLLCSSCDLLGQFNLLPLDPVCRGCCQEEAQFETKKLYAGAILEVCGUKLGRFPQVQAFVRSDKPKLFRGLQIKYVRGSDPVLKLLDDNGNIAEELSILKWNTDSVEEFLSEKLERI. Result: 0 (no interaction). (3) Result: 0 (no interaction). The miRNA is hsa-miR-1298-3p with sequence CAUCUGGGCAACUGACUGAAC. The protein sequence of the target gene is MAPQRRAATKAPEGNGAAERRNRSSTKKDRAPREVQRLWQRPWLRTAGLGAGFVLTALLLWSSLGADDGVAEVLARRGEVVAGRFIEVPCSEDYDSHRRFEGCTPRKCGRGVTDVVITREEAERIRSVAEKGLSLGGSDGGASILDLHSGALSVGKHFVNLYRYFGDKIQNIFSEEDFRLYREVRQKVQLTIAEAFGISASSLHLTKPTFFSRINSTEARTAHDEYWHAHVDKVTYGSFDYTSLLYLSNYLEDFGGGRFMFMEEGANKTVEPRAGRVSFFTSGSENLHRVEKVHWGTRYA.... (4) The miRNA is mmu-miR-7578 with sequence CAUGGCUCUGUCUUCUGCCUCAGA. The protein sequence of the target gene is MALLRRPTVSSDLENIDTGVNSKVKSHVTIRRTVLEEIGNRVTTRAAQVAKKAQNTKVPVQPTKTTNVNKQLKPTASVKPVQMEKLAPKGPSPTPEDVSMKEENLCQAFSDALLCKIEDIDNEDWENPQLCSDYVKDIYQYLRQLEVLQSINPHFLDGRDINGRMRAILVDWLVQVHSKFRLLQETLYMCVGIMDRFLQVQPVSRKKLQLVGITALLLASKYEEMFSPNIEDFVYITDNAYTSSQIREMETLILKELKFELGRPLPLHFLRRASKAGEVDVEQHTLAKYLMELTLIDYDM.... Result: 0 (no interaction). (5) The miRNA is hsa-miR-1825 with sequence UCCAGUGCCCUCCUCUCC. The protein sequence of the target gene is MESGAVLLESKSSPFNLLHEMHELRLLGHLCDVTVSVEYQGVRKDFMAHKAVLAATSKFFKEVFLNEKSVDGTRTNVYLNEVQVADFASFLEFVYTAKVQVEEDRVQRMLEVAEKLKCLDLSETCFQLKKQMLESVLLELQNFSESQEVEVSSGSQVSAAPAPRASVATDGPHPSGLTDSLDYPGERASNGMSSDLPPKKSKDKLDKKKEVVKPPYPKIRRASGRLAGRKVFVEIPKKKYTRRLREQQKTAEGDVGDYRCPQDQSPDRVGTEMEQVSKNEGCQAGAELEELSKKAGPEEE.... Result: 0 (no interaction). (6) The miRNA is hsa-miR-4738-5p with sequence ACCAGCGCGUUUUCAGUUUCAU. The protein sequence of the target gene is MLSFFRRTLGRRSMRKHAEKERLREAQRAATHIPAAGDSKSIITCRVSLLDGTDVSVDLPKKAKGQELFDQIMYHLDLIESDYFGLRFMDSAQVAHWLDGTKSIKKQVKIGSPYCLHLRVKFYSSEPNNLREELTRYLFVLQLKQDILSGKLDCPFDTAVQLAAYNLQAELGDYDLAEHSPELVSEFRFVPIQTEEMELAIFEKWKEYRGQTPAQAETNYLNKAKWLEMYGVDMHVVKARDGNDYSLGLTPTGVLVFEGDTKIGLFFWPKITRLDFKKNKLTLVVVEDDDQGKEQEHTFV.... Result: 0 (no interaction). (7) The miRNA is mmu-miR-466n-5p with sequence GUGUGUGCGUACAUGUACAUGU. The protein sequence of the target gene is MGNVFEKLFKSLFGKKEMRILMVGLDAAGKTTILYKLKLGEIVTTIPTIGFNVETVEYKNISFTVWDVGGQDKIRPLWRHYFQNTQGLIFVVDSNDRERVNEAREELTRMLAEDELRDAVLLVFVNKQDLPNAMNAAEITDKLGLHSLRQRNWYIQATCATSGDGLYEGLDWLSNQLKNQK. Result: 0 (no interaction). (8) The miRNA is hsa-miR-6880-5p with sequence UGGUGGAGGAAGAGGGCAGCUC. The protein sequence of the target gene is MKLLLLALPMLVLLPQVIPAYSGEKKCWNRSGHCRKQCKDGEAVKDTCKNLRACCIPSNEDHRRVPATSPTPLSDSTPGIIDDILTVRFTTDYFEVSSKKDMVEESEAGRGTETSLPNVHHSS. Result: 0 (no interaction). (9) The miRNA is hsa-miR-6805-5p with sequence UAGGGGGCGGCUUGUGGAGUGU. The protein sequence of the target gene is MGNTTSCCVSSSPKLRRNAHSRLESYRPDTDLSREDTGCNLQHISDRENIDDLNMEFNPSDHPRASTIFLSKSQTDVREKRKSLFINHHPPGQTSRKYSSCSTIFLDDSTVSQPNLKYTIKCVALAIYYHIKNRDPDGRMLLDIFDENLHPLSKSEVPPDYDKHNPEQKQIYRFVRTLFSAAQLTAECAIVTLVYLERLLTYAEIDICPANWKRIVLGAILLASKVWDDQAVWNVDYCQILKDITVEDMNELERQFLELLQFNINVPSSVYAKYYFDLRSLAEANNLSFPLEPLSRERAH.... Result: 0 (no interaction).